This data is from Catalyst prediction with 721,799 reactions and 888 catalyst types from USPTO. The task is: Predict which catalyst facilitates the given reaction. Reactant: [C:1]([C:4]1[CH:5]=[C:6]([CH3:35])[C:7]2[N:11]=[C:10]([CH2:12][CH2:13][CH3:14])[N:9]([CH2:15][C:16]3[CH:33]=[CH:32][C:19]4/[C:20](=[CH:29]/[C:30]#[N:31])/[C:21]5[CH:28]=[CH:27][CH:26]=[CH:25][C:22]=5[CH2:23][CH2:24][C:18]=4[CH:17]=3)[C:8]=2[CH:34]=1)(O)=O.[OH2:36].[NH2:37][NH2:38]. Product: [CH3:35][C:6]1[C:7]2[N:11]=[C:10]([CH2:12][CH2:13][CH3:14])[N:9]([CH2:15][C:16]3[CH:33]=[CH:32][C:19]4/[C:20](=[CH:29]/[C:30]#[N:31])/[C:21]5[CH:28]=[CH:27][CH:26]=[CH:25][C:22]=5[CH2:23][CH2:24][C:18]=4[CH:17]=3)[C:8]=2[CH:34]=[C:4]([C:1]([NH:37][NH2:38])=[O:36])[CH:5]=1. The catalyst class is: 4.